This data is from Experimentally validated miRNA-target interactions with 360,000+ pairs, plus equal number of negative samples. The task is: Binary Classification. Given a miRNA mature sequence and a target amino acid sequence, predict their likelihood of interaction. The miRNA is hsa-miR-4778-5p with sequence AAUUCUGUAAAGGAAGAAGAGG. The protein sequence of the target gene is MGKKSRVKTQKSGTGATATVSPKEILNLTSELLQKCSSPAPGPGKEWEEYVQIRTLVEKIRKKQKGLSVTFDGKREDYFPDLMKWASENGASVEGFEMVNFKEEGFGLRATRDIKAEELFLWVPRKLLMTVESAKNSVLGPLYSQDRILQAMGNIALAFHLLCERASPNSFWQPYIQTLPSEYDTPLYFEEDEVRYLQSTQAIHDVFSQYKNTARQYAYFYKVIQTHPHANKLPLKDSFTYEDYRWAVSSVMTRQNQIPTEDGSRVTLALIPLWDMCNHTNGLITTGYNLEDDRCECVAL.... Result: 0 (no interaction).